From a dataset of Peptide-MHC class II binding affinity with 134,281 pairs from IEDB. Regression. Given a peptide amino acid sequence and an MHC pseudo amino acid sequence, predict their binding affinity value. This is MHC class II binding data. The peptide sequence is SLLVAPMPTASTAQI. The MHC is HLA-DQA10101-DQB10501 with pseudo-sequence HLA-DQA10101-DQB10501. The binding affinity (normalized) is 0.